This data is from Full USPTO retrosynthesis dataset with 1.9M reactions from patents (1976-2016). The task is: Predict the reactants needed to synthesize the given product. Given the product [NH2:9][CH2:8][CH2:7][N:3]([CH2:1][CH3:2])[CH2:4][CH2:5][F:6], predict the reactants needed to synthesize it. The reactants are: [CH2:1]([N:3]([CH2:7][CH2:8][N:9]1C(=O)C2=CC=CC=C2C1=O)[CH2:4][CH2:5][F:6])[CH3:2].O.NN.